Dataset: Catalyst prediction with 721,799 reactions and 888 catalyst types from USPTO. Task: Predict which catalyst facilitates the given reaction. (1) Reactant: [CH3:1]C([O-])(C)C.[K+].[Cl:7][C:8]1[N:13]=[CH:12][C:11]([CH2:14][OH:15])=[CH:10][CH:9]=1.IC. Product: [Cl:7][C:8]1[CH:9]=[CH:10][C:11]([CH2:14][O:15][CH3:1])=[CH:12][N:13]=1. The catalyst class is: 1. (2) Reactant: [C:1]([Si:5]([O:8][CH2:9][CH2:10][O:11][C:12]1[CH:17]=[C:16]([N+:18]([O-:20])=[O:19])[CH:15]=[CH:14][C:13]=1Cl)([CH3:7])[CH3:6])([CH3:4])([CH3:3])[CH3:2].[CH3:22][N:23]1[CH2:28][CH2:27][NH:26][CH2:25][CH2:24]1.O. Product: [Si:5]([O:8][CH2:9][CH2:10][O:11][C:12]1[CH:17]=[C:16]([N+:18]([O-:20])=[O:19])[CH:15]=[CH:14][C:13]=1[N:26]1[CH2:27][CH2:28][N:23]([CH3:22])[CH2:24][CH2:25]1)([C:1]([CH3:4])([CH3:3])[CH3:2])([CH3:7])[CH3:6]. The catalyst class is: 3. (3) The catalyst class is: 3. Reactant: [CH2:1]1[C:10]2[C:5](=[CH:6][CH:7]=[CH:8][CH:9]=2)[CH2:4][CH2:3][N:2]1[C:11]([C:13]1[CH:21]=[CH:20][C:19]2[NH:18][C:17]3[CH2:22][CH2:23][N:24]([C:26]([O:28][C:29]([CH3:32])([CH3:31])[CH3:30])=[O:27])[CH2:25][C:16]=3[C:15]=2[CH:14]=1)=[O:12].[H-].[Na+].[CH2:35]([S:37](Cl)(=[O:39])=[O:38])[CH3:36]. Product: [CH2:1]1[C:10]2[C:5](=[CH:6][CH:7]=[CH:8][CH:9]=2)[CH2:4][CH2:3][N:2]1[C:11]([C:13]1[CH:21]=[CH:20][C:19]2[N:18]([S:37]([CH2:35][CH3:36])(=[O:39])=[O:38])[C:17]3[CH2:22][CH2:23][N:24]([C:26]([O:28][C:29]([CH3:32])([CH3:31])[CH3:30])=[O:27])[CH2:25][C:16]=3[C:15]=2[CH:14]=1)=[O:12]. (4) Reactant: [C:1]([C:5]1[CH:6]=[C:7]([NH2:11])[CH:8]=[CH:9][CH:10]=1)([CH3:4])([CH3:3])[CH3:2].[Br:12][C:13]1[CH:21]=[CH:20][C:16]([C:17](O)=[O:18])=[CH:15][C:14]=1[F:22].CN(C=O)C.CCN=C=NCCCN(C)C. Product: [Br:12][C:13]1[CH:21]=[CH:20][C:16]([C:17]([NH:11][C:7]2[CH:8]=[CH:9][CH:10]=[C:5]([C:1]([CH3:4])([CH3:2])[CH3:3])[CH:6]=2)=[O:18])=[CH:15][C:14]=1[F:22]. The catalyst class is: 2. (5) Reactant: [CH2:1]([O:3][C:4]([C:6]1([C:17]([O:19]CC)=[O:18])[CH2:9][N:8]([C:10]([O:12][C:13]([CH3:16])([CH3:15])[CH3:14])=[O:11])[CH2:7]1)=[O:5])[CH3:2].[OH-].[Na+].Cl. Product: [CH2:1]([O:3][C:4]([C:6]1([C:17]([OH:19])=[O:18])[CH2:9][N:8]([C:10]([O:12][C:13]([CH3:14])([CH3:16])[CH3:15])=[O:11])[CH2:7]1)=[O:5])[CH3:2]. The catalyst class is: 88. (6) Reactant: [Cl:1][C:2]1[CH:7]=[CH:6][C:5]([OH:8])=[CH:4][CH:3]=1.C(=O)([O-])[O-].[K+].[K+].[Cl:15][C:16]([CH2:18]Cl)=[CH2:17]. Product: [Cl:1][C:2]1[CH:7]=[CH:6][C:5]([O:8][CH2:18][C:16]([Cl:15])=[CH2:17])=[CH:4][CH:3]=1. The catalyst class is: 21. (7) Product: [Br:1][C:2]1[CH:7]=[CH:6][CH:5]=[CH:4][C:3]=1[CH2:8][C:9](=[N:18][OH:19])[CH3:10]. Reactant: [Br:1][C:2]1[CH:7]=[CH:6][CH:5]=[CH:4][C:3]=1[CH2:8][C:9](=O)[CH3:10].CC([O-])=O.[Na+].Cl.[NH2:18][OH:19]. The catalyst class is: 5.